Dataset: Full USPTO retrosynthesis dataset with 1.9M reactions from patents (1976-2016). Task: Predict the reactants needed to synthesize the given product. Given the product [CH:21]([C:20]1[CH:19]=[C:18]([CH:24]([CH3:25])[CH3:26])[CH:17]=[C:16]([CH:27]([CH3:29])[CH3:28])[C:15]=1[C:10]1[CH:11]=[CH:12][CH:13]=[CH:14][C:9]=1[PH:30](=[O:34])[O:31][CH2:32][CH3:33])([CH3:22])[CH3:23], predict the reactants needed to synthesize it. The reactants are: C([Li])CCCCC.I[C:9]1[CH:14]=[CH:13][CH:12]=[CH:11][C:10]=1[C:15]1[C:20]([CH:21]([CH3:23])[CH3:22])=[CH:19][C:18]([CH:24]([CH3:26])[CH3:25])=[CH:17][C:16]=1[CH:27]([CH3:29])[CH3:28].[P:30](Cl)([O:34]CC)[O:31][CH2:32][CH3:33].Cl.